From a dataset of Catalyst prediction with 721,799 reactions and 888 catalyst types from USPTO. Predict which catalyst facilitates the given reaction. (1) Reactant: [C:1]([C:3]1[CH:14]=[CH:13][C:6]([C:7]([N:9]([O:11][CH3:12])[CH3:10])=[O:8])=[CH:5][CH:4]=1)#[N:2].C[Si]([N:19]=[N+:20]=[N-:21])(C)C.C([Sn](=O)CCCC)CCC. Product: [CH3:12][O:11][N:9]([CH3:10])[C:7](=[O:8])[C:6]1[CH:13]=[CH:14][C:3]([C:1]2[N:19]=[N:20][NH:21][N:2]=2)=[CH:4][CH:5]=1. The catalyst class is: 1. (2) Reactant: [F:1][C:2]([F:36])([F:35])[C:3]1[CH:4]=[C:5]([C:13]([CH3:34])([CH3:33])[C:14]([N:16]([C:18]2[CH:19]=[N:20][C:21](Cl)=[CH:22][C:23]=2[C:24]2[CH:29]=[CH:28][C:27]([F:30])=[CH:26][C:25]=2[CH3:31])[CH3:17])=[O:15])[CH:6]=[C:7]([C:9]([F:12])([F:11])[F:10])[CH:8]=1.Cl.[CH:38]12[O:45][CH:42]([CH2:43][CH2:44]1)[CH2:41][NH:40][CH2:39]2.C(=O)([O-])[O-].[K+].[K+]. Product: [F:1][C:2]([F:36])([F:35])[C:3]1[CH:4]=[C:5]([C:13]([CH3:34])([CH3:33])[C:14]([N:16]([C:18]2[CH:19]=[N:20][C:21]([N:40]3[CH2:39][C@@H:38]4[O:45][C@@H:42]([CH2:43][CH2:44]4)[CH2:41]3)=[CH:22][C:23]=2[C:24]2[CH:29]=[CH:28][C:27]([F:30])=[CH:26][C:25]=2[CH3:31])[CH3:17])=[O:15])[CH:6]=[C:7]([C:9]([F:12])([F:11])[F:10])[CH:8]=1. The catalyst class is: 58. (3) Product: [NH2:29][CH2:28][CH2:27][NH:26][C:25](=[O:37])[NH:24][C:22]1[N:23]=[C:18]2[CH:17]=[CH:16][C:15]([C:11]3[CH:10]=[C:9]([S:6]([NH:5][C:1]([CH3:2])([CH3:3])[CH3:4])(=[O:8])=[O:7])[CH:14]=[N:13][CH:12]=3)=[CH:20][N:19]2[N:21]=1. Reactant: [C:1]([NH:5][S:6]([C:9]1[CH:10]=[C:11]([C:15]2[CH:16]=[CH:17][C:18]3[N:19]([N:21]=[C:22]([NH:24][C:25](=[O:37])[NH:26][CH2:27][CH2:28][NH:29]C(=O)OC(C)(C)C)[N:23]=3)[CH:20]=2)[CH:12]=[N:13][CH:14]=1)(=[O:8])=[O:7])([CH3:4])([CH3:3])[CH3:2].C(Cl)Cl. The catalyst class is: 33. (4) Reactant: C[O-].[Na+].[C:4]([C:7]1[CH:14]=[CH:13][CH:12]=[CH:11][C:8]=1[CH:9]=[O:10])([OH:6])=O.[C:15]1([C:24]2[C:19](=[CH:20][CH:21]=[CH:22][CH:23]=2)[CH2:18]O1)=[O:16]. Product: [CH:20]1[C:19]2[C:18]3[C:9](=[O:10])[C:8]4[CH:11]=[CH:12][CH:13]=[CH:14][C:7]=4[C:4]=3[O:6][C:15](=[O:16])[C:24]=2[CH:23]=[CH:22][CH:21]=1. The catalyst class is: 13. (5) The catalyst class is: 5. Product: [NH2:1][C:2]1[CH:12]=[CH:11][C:10]([C:13]2[NH:14][C:15]3[C:20]([CH:21]=2)=[CH:19][CH:18]=[CH:17][CH:16]=3)=[C:4]2[C:5]([NH:7][C:8](=[O:9])[C:3]=12)=[O:6]. Reactant: [NH2:1][C:2]1[CH:12]=[CH:11][C:10]([C:13]2[N:14](C(OC(C)(C)C)=O)[C:15]3[C:20]([CH:21]=2)=[CH:19][CH:18]=[CH:17][CH:16]=3)=[C:4]2[C:5]([NH:7][C:8](=[O:9])[C:3]=12)=[O:6].Cl.CO.C(=O)([O-])O.[Na+]. (6) Product: [CH3:23][O:22][C:20]([NH:1][CH:2]([CH2:6][C:7]1[CH:12]=[CH:11][CH:10]=[CH:9][CH:8]=1)[C:3]([OH:5])=[O:4])=[O:21]. The catalyst class is: 74. Reactant: [NH2:1][CH:2]([CH2:6][C:7]1[CH:12]=[CH:11][CH:10]=[CH:9][CH:8]=1)[C:3]([OH:5])=[O:4].C([O-])([O-])=O.[Na+].[Na+].Cl[C:20]([O:22][CH3:23])=[O:21].